Task: Predict the reaction yield, written as a fraction of the theoretical maximum amount of product (1.0 means a 100% yield; for example, 0.34 means a 34% yield).. Dataset: Reaction yield outcomes from USPTO patents with 853,638 reactions (1) The reactants are [CH3:1][C:2]1[CH:11]=[CH:10][CH:9]=[C:8]2[C:3]=1[C:4](=[O:46])[N:5]([C:32]1[CH:33]=[C:34](OS(C(F)(F)F)(=O)=O)[CH:35]=[CH:36][CH:37]=1)[C:6]([CH:12]([NH:14][C:15]1[N:23]=[CH:22][N:21]=[C:20]3[C:16]=1[N:17]=[CH:18][N:19]3[CH2:24][O:25][CH2:26][CH2:27][Si:28]([CH3:31])([CH3:30])[CH3:29])[CH3:13])=[N:7]2.[CH3:47][N:48](C=O)C. The catalyst is C1C=CC([P]([Pd]([P](C2C=CC=CC=2)(C2C=CC=CC=2)C2C=CC=CC=2)([P](C2C=CC=CC=2)(C2C=CC=CC=2)C2C=CC=CC=2)[P](C2C=CC=CC=2)(C2C=CC=CC=2)C2C=CC=CC=2)(C2C=CC=CC=2)C2C=CC=CC=2)=CC=1.[C-]#N.[Zn+2].[C-]#N. The product is [CH3:1][C:2]1[CH:11]=[CH:10][CH:9]=[C:8]2[C:3]=1[C:4](=[O:46])[N:5]([C:32]1[CH:33]=[C:34]([CH:35]=[CH:36][CH:37]=1)[C:47]#[N:48])[C:6]([CH:12]([NH:14][C:15]1[N:23]=[CH:22][N:21]=[C:20]3[C:16]=1[N:17]=[CH:18][N:19]3[CH2:24][O:25][CH2:26][CH2:27][Si:28]([CH3:30])([CH3:29])[CH3:31])[CH3:13])=[N:7]2. The yield is 0.660. (2) The reactants are Cl[C:2]1[N:11]=[C:10]([N:12]2[CH2:17][CH2:16][O:15][CH2:14][CH2:13]2)[C:9]2[C:4](=[CH:5][C:6]([C:18]3[O:22][C:21]([C:23]#[N:24])=[CH:20][CH:19]=3)=[CH:7][CH:8]=2)[N:3]=1.[F:25][C:26]1[CH:27]=[C:28]([NH:41][C:42](=[O:55])[NH:43][C:44]2[CH:54]=[CH:53][C:47]([C:48]([N:50]([CH3:52])[CH3:51])=[O:49])=[CH:46][CH:45]=2)[CH:29]=[CH:30][C:31]=1B1OC(C)(C)C(C)(C)O1.C(=O)([O-])[O-].[Cs+].[Cs+].CN(C=O)C. The catalyst is Cl[Pd](Cl)([P](C1C=CC=CC=1)(C1C=CC=CC=1)C1C=CC=CC=1)[P](C1C=CC=CC=1)(C1C=CC=CC=1)C1C=CC=CC=1.O. The product is [C:23]([C:21]1[O:22][C:18]([C:6]2[CH:5]=[C:4]3[C:9]([C:10]([N:12]4[CH2:17][CH2:16][O:15][CH2:14][CH2:13]4)=[N:11][C:2]([C:31]4[CH:30]=[CH:29][C:28]([NH:41][C:42](=[O:55])[NH:43][C:44]5[CH:54]=[CH:53][C:47]([C:48]([N:50]([CH3:52])[CH3:51])=[O:49])=[CH:46][CH:45]=5)=[CH:27][C:26]=4[F:25])=[N:3]3)=[CH:8][CH:7]=2)=[CH:19][CH:20]=1)#[N:24]. The yield is 0.0600. (3) The reactants are [Br:1][C:2]1[CH:3]=[C:4]2[C:9](=[CH:10][CH:11]=1)[C:8](=[O:12])[NH:7][C:6](=[O:13])[CH2:5]2.[Br:14][C:15]1[CH:16]=[C:17]([CH:20]=[C:21]([Br:24])[C:22]=1[OH:23])[CH:18]=O.N1CCCCC1. The catalyst is C(O)(C)C. The product is [Br:1][C:2]1[CH:3]=[C:4]2[C:9](=[CH:10][CH:11]=1)[C:8](=[O:12])[NH:7][C:6](=[O:13])/[C:5]/2=[CH:18]\[C:17]1[CH:16]=[C:15]([Br:14])[C:22]([OH:23])=[C:21]([Br:24])[CH:20]=1. The yield is 0.996. (4) The reactants are Br[C:2]1[CH:11]=[CH:10][C:5]([C:6]([O:8][CH3:9])=[O:7])=[CH:4][C:3]=1[CH3:12].C([O-])([O-])=O.[Cs+].[Cs+].[NH:19]1[CH2:24][CH2:23][CH2:22][CH2:21][CH2:20]1. The catalyst is O1CCOCC1.C([O-])(=O)C.[Pd+2].C([O-])(=O)C.C1C=CC(P(C2C(C3C(P(C4C=CC=CC=4)C4C=CC=CC=4)=CC=C4C=3C=CC=C4)=C3C(C=CC=C3)=CC=2)C2C=CC=CC=2)=CC=1. The product is [CH3:12][C:3]1[CH:4]=[C:5]([CH:10]=[CH:11][C:2]=1[N:19]1[CH2:24][CH2:23][CH2:22][CH2:21][CH2:20]1)[C:6]([O:8][CH3:9])=[O:7]. The yield is 0.960. (5) The reactants are C([O-])=O.[NH4+].Cl[C:6]1[N:11]=[C:10]2[N:12]([CH2:16][CH3:17])[C:13]([NH2:15])=[N:14][C:9]2=[CH:8][CH:7]=1. The product is [CH2:16]([N:12]1[C:10]2=[N:11][CH:6]=[CH:7][CH:8]=[C:9]2[N:14]=[C:13]1[NH2:15])[CH3:17]. The yield is 0.570. The catalyst is C(O)C.[Pd]. (6) The reactants are Br[CH2:2][C:3]([O:5][CH2:6][CH3:7])=[O:4].[Br:8][C:9]1[CH:14]=[CH:13][C:12]([OH:15])=[CH:11][N:10]=1.C(=O)([O-])[O-].[Cs+].[Cs+]. The catalyst is C(#N)C. The product is [Br:8][C:9]1[N:10]=[CH:11][C:12]([O:15][CH2:2][C:3]([O:5][CH2:6][CH3:7])=[O:4])=[CH:13][CH:14]=1. The yield is 0.890.